Task: Predict the reaction yield, written as a fraction of the theoretical maximum amount of product (1.0 means a 100% yield; for example, 0.34 means a 34% yield).. Dataset: Reaction yield outcomes from USPTO patents with 853,638 reactions (1) The reactants are [CH3:1][C:2]1[NH:6][N:5]=[C:4]([NH2:7])[CH:3]=1.[H-].[Na+].[C:10](O[C:10]([O:12][C:13]([CH3:16])([CH3:15])[CH3:14])=[O:11])([O:12][C:13]([CH3:16])([CH3:15])[CH3:14])=[O:11]. The catalyst is CN(C=O)C.C(=O)([O-])O.[Na+].C(OCC)(=O)C. The product is [NH2:7][C:4]1[CH:3]=[C:2]([CH3:1])[N:6]([C:10]([O:12][C:13]([CH3:16])([CH3:15])[CH3:14])=[O:11])[N:5]=1. The yield is 0.230. (2) The reactants are [N+:1]([C:4]1[CH:9]=[CH:8][C:7]([N:10]2[CH2:15][CH2:14][N:13]([S:16]([CH3:19])(=[O:18])=[O:17])[CH2:12][CH2:11]2)=[CH:6][CH:5]=1)([O-])=O.N. The catalyst is CO.[Pd]. The product is [CH3:19][S:16]([N:13]1[CH2:12][CH2:11][N:10]([C:7]2[CH:8]=[CH:9][C:4]([NH2:1])=[CH:5][CH:6]=2)[CH2:15][CH2:14]1)(=[O:17])=[O:18]. The yield is 0.270. (3) The reactants are [F:1][C:2]([F:31])([F:30])[C:3]1[CH:4]=[C:5]([CH:23]=[C:24]([C:26]([F:29])([F:28])[F:27])[CH:25]=1)[CH2:6][N:7]([CH2:10][C:11]1[CH:12]=[C:13]2[C:20]([CH3:21])=[N:19][N:18]([CH3:22])[C:14]2=[N:15][C:16]=1[Cl:17])[C:8]#[N:9].[N-:32]=[N+:33]=[N-:34].[Na+].Cl.C(OCC)(=O)C. The catalyst is O.[Br-].[Zn+2].[Br-]. The product is [F:31][C:2]([F:1])([F:30])[C:3]1[CH:4]=[C:5]([CH:23]=[C:24]([C:26]([F:28])([F:27])[F:29])[CH:25]=1)[CH2:6][N:7]([CH2:10][C:11]1[CH:12]=[C:13]2[C:20]([CH3:21])=[N:19][N:18]([CH3:22])[C:14]2=[N:15][C:16]=1[Cl:17])[C:8]1[N:32]=[N:33][NH:34][N:9]=1. The yield is 0.900. (4) The reactants are Cl[C:2]1[N:11]=[CH:10][C:9]2[N:8]([CH3:12])[C:7](=[O:13])[CH2:6][N:5]([CH:14]([CH3:16])[CH3:15])[C:4]=2[N:3]=1.C[O:18][C:19](=[O:32])[C:20]1[CH:25]=[C:24]([NH:26][S:27]([CH3:30])(=[O:29])=[O:28])[CH:23]=[C:22]([NH2:31])[CH:21]=1. No catalyst specified. The product is [CH:14]([N:5]1[C:4]2[N:3]=[C:2]([NH:31][C:22]3[CH:21]=[C:20]([CH:25]=[C:24]([NH:26][S:27]([CH3:30])(=[O:29])=[O:28])[CH:23]=3)[C:19]([OH:32])=[O:18])[N:11]=[CH:10][C:9]=2[N:8]([CH3:12])[C:7](=[O:13])[CH2:6]1)([CH3:16])[CH3:15]. The yield is 0.350. (5) The reactants are O[C:2]([C:5]1[CH:6]=[C:7]([CH:15]=[C:16]([C:18]([F:21])([F:20])[F:19])[CH:17]=1)[C:8]([O:10]C(C)(C)C)=[O:9])([CH3:4])[CH3:3].S(=O)(=O)(O)O.[CH3:27][CH2:28][O:29]C(C)=O.C(#[N:35])C. No catalyst specified. The product is [C:28]([NH:35][C:2]([C:5]1[CH:6]=[C:7]([CH:15]=[C:16]([C:18]([F:19])([F:20])[F:21])[CH:17]=1)[C:8]([OH:10])=[O:9])([CH3:3])[CH3:4])(=[O:29])[CH3:27]. The yield is 0.919. (6) The reactants are [NH2:1][C@H:2]([C:4]1[N:9]([C:10]2[CH:15]=[CH:14][CH:13]=[CH:12][CH:11]=2)[C:8](=[O:16])[C:7]2=[C:17]([CH3:20])[CH:18]=[CH:19][N:6]2[N:5]=1)[CH3:3].Cl[C:22]1[C:23]2[C:30]([C:31]([O:33][CH2:34][C:35]3[CH:40]=[CH:39][CH:38]=[CH:37][CH:36]=3)=[O:32])=[CH:29][NH:28][C:24]=2[N:25]=[CH:26][N:27]=1.CCN(C(C)C)C(C)C. The catalyst is C(O)(C)(C)C. The product is [CH3:20][C:17]1[CH:18]=[CH:19][N:6]2[C:7]=1[C:8](=[O:16])[N:9]([C:10]1[CH:15]=[CH:14][CH:13]=[CH:12][CH:11]=1)[C:4]([C@@H:2]([NH:1][C:22]1[C:23]3[C:30]([C:31]([O:33][CH2:34][C:35]4[CH:40]=[CH:39][CH:38]=[CH:37][CH:36]=4)=[O:32])=[CH:29][NH:28][C:24]=3[N:25]=[CH:26][N:27]=1)[CH3:3])=[N:5]2. The yield is 0.660.